From a dataset of Reaction yield outcomes from USPTO patents with 853,638 reactions. Predict the reaction yield, written as a fraction of the theoretical maximum amount of product (1.0 means a 100% yield; for example, 0.34 means a 34% yield). (1) The reactants are [C:1]([O:5][N:6]=[C:7]1[C:16]2[C:11](=[CH:12][CH:13]=[C:14](Br)[CH:15]=2)[O:10][C:9]([C:18]2[N:19]=[CH:20][C:21]3[C:26]([CH:27]=2)=[CH:25][CH:24]=[CH:23][CH:22]=3)=[CH:8]1)([CH3:4])([CH3:3])[CH3:2].[CH3:28][N:29](C)C=O. The catalyst is C(OCC)(=O)C.[C-]#N.[Zn+2].[C-]#N.C1C=CC([P]([Pd]([P](C2C=CC=CC=2)(C2C=CC=CC=2)C2C=CC=CC=2)([P](C2C=CC=CC=2)(C2C=CC=CC=2)C2C=CC=CC=2)[P](C2C=CC=CC=2)(C2C=CC=CC=2)C2C=CC=CC=2)(C2C=CC=CC=2)C2C=CC=CC=2)=CC=1. The product is [C:1]([O:5][N:6]=[C:7]1[C:16]2[C:11](=[CH:12][CH:13]=[C:14]([C:28]#[N:29])[CH:15]=2)[O:10][C:9]([C:18]2[N:19]=[CH:20][C:21]3[C:26]([CH:27]=2)=[CH:25][CH:24]=[CH:23][CH:22]=3)=[CH:8]1)([CH3:4])([CH3:3])[CH3:2]. The yield is 0.760. (2) The reactants are [F:1][C:2]1[CH:20]=[CH:19][C:5]([O:6][CH2:7][C:8]2[CH:13]=[CH:12][C:11]([CH:14]=[CH:15][N+:16]([O-:18])=O)=[CH:10][N:9]=2)=[CH:4][CH:3]=1.C[O-].[Li+].[C:24]([C:26]1[C:27]([NH2:33])=[N:28][C:29]([NH2:32])=[CH:30][CH:31]=1)#[CH:25].C(N(CC)CC)C. The catalyst is [Ti](Cl)(Cl)(Cl)Cl.O.O1CCCC1.C(OCC)(=O)C.CO. The product is [F:1][C:2]1[CH:3]=[CH:4][C:5]([O:6][CH2:7][C:8]2[N:9]=[CH:10][C:11]([CH2:14][C:15]3[CH:25]=[C:24]([C:26]4[C:27]([NH2:33])=[N:28][C:29]([NH2:32])=[CH:30][CH:31]=4)[O:18][N:16]=3)=[CH:12][CH:13]=2)=[CH:19][CH:20]=1. The yield is 0.254. (3) The reactants are [CH3:1][C@:2]12[C@@:19]3([CH3:20])[C@@H:10]([C@:11]4([CH3:33])[C@@H:16]([CH2:17][CH2:18]3)[C:15]([CH3:22])([CH3:21])[C:14]([C:23]3[CH:32]=[CH:31][C:26]([C:27]([O:29]C)=[O:28])=[CH:25][CH:24]=3)=[CH:13][CH2:12]4)[CH2:9][CH2:8][C@@H:7]1[C@H:6]1[C@H:34]([C:37]([CH3:39])=[CH2:38])[CH2:35][CH2:36][C@:5]1([NH:40][CH2:41][C:42]1[CH:46]=[CH:45][S:44][CH:43]=1)[CH2:4][CH2:3]2.[OH-].[Na+]. The catalyst is O1CCOCC1. The product is [CH3:1][C@:2]12[C@@:19]3([CH3:20])[C@@H:10]([C@:11]4([CH3:33])[C@@H:16]([CH2:17][CH2:18]3)[C:15]([CH3:21])([CH3:22])[C:14]([C:23]3[CH:32]=[CH:31][C:26]([C:27]([OH:29])=[O:28])=[CH:25][CH:24]=3)=[CH:13][CH2:12]4)[CH2:9][CH2:8][C@@H:7]1[C@H:6]1[C@H:34]([C:37]([CH3:39])=[CH2:38])[CH2:35][CH2:36][C@:5]1([NH:40][CH2:41][C:42]1[CH:46]=[CH:45][S:44][CH:43]=1)[CH2:4][CH2:3]2. The yield is 0.535. (4) The reactants are [NH2:1][C:2]([CH3:7])([CH3:6])[C:3]([OH:5])=[O:4].S(Cl)([Cl:10])=O.[CH3:12]O. No catalyst specified. The product is [ClH:10].[CH3:12][O:4][C:3](=[O:5])[C:2]([NH2:1])([CH3:7])[CH3:6]. The yield is 0.974. (5) The reactants are [C:1]1([S:7]([C:9]2[CH:14]=[CH:13][CH:12]=[CH:11][CH:10]=2)=O)[CH:6]=[CH:5][CH:4]=[CH:3][CH:2]=1.Cl[Si](C)(C)C.[Br:20][C:21]1[CH:26]=[CH:25][CH:24]=[CH:23][CH:22]=1.[Mg].Br. The catalyst is O1CCCC1.C1(C)C=CC=CC=1. The product is [Br-:20].[C:1]1([S+:7]([C:21]2[CH:26]=[CH:25][CH:24]=[CH:23][CH:22]=2)[C:9]2[CH:14]=[CH:13][CH:12]=[CH:11][CH:10]=2)[CH:6]=[CH:5][CH:4]=[CH:3][CH:2]=1. The yield is 0.680. (6) The reactants are F[C:2]1[CH:3]=[N:4][CH:5]=[CH:6][C:7]=1[N+:8]([O-:10])=[O:9].[NH2:11][C@@H:12]([CH3:15])[CH2:13][OH:14].C(=O)([O-])[O-].[K+].[K+].O. The catalyst is CN(C=O)C. The product is [N+:8]([C:7]1[CH:6]=[CH:5][N:4]=[CH:3][C:2]=1[NH:11][C@@H:12]([CH3:15])[CH2:13][OH:14])([O-:10])=[O:9]. The yield is 0.840. (7) The reactants are [CH2:1]([O:3][C:4]([C:6]1[NH:7][C:8]2[C:13]([CH:14]=1)=[CH:12][C:11]([O:15][CH:16]1[CH2:20][CH2:19][N:18]([CH:21]([CH3:23])[CH3:22])[CH2:17]1)=[CH:10][CH:9]=2)=[O:5])[CH3:2].[H-].[Na+].[F:26][C:27]([F:38])([F:37])[CH2:28]OS(C(F)(F)F)(=O)=O.[CH3:39]N(C)C=O. No catalyst specified. The product is [CH2:1]([O:3][C:4]([C:6]1[N:7]([CH2:28][C:27]([F:38])([F:37])[F:26])[C:8]2[C:13]([CH:14]=1)=[CH:12][C:11]([O:15][CH:16]1[CH2:20][CH2:19][N:18]([CH:21]([CH3:23])[CH3:22])[CH2:17][CH2:39]1)=[CH:10][CH:9]=2)=[O:5])[CH3:2]. The yield is 0.780. (8) The reactants are FC(F)(F)S(O[CH2:7][C:8]([F:16])([F:15])[C:9]1[CH:14]=[CH:13][CH:12]=[CH:11][N:10]=1)(=O)=O.[CH2:19]([O:21][C:22](=[O:33])[CH2:23][C:24]1[C:25](=[O:32])[N:26]([NH2:31])[CH2:27][CH2:28][C:29]=1[CH3:30])[CH3:20].C(C1C=C(C)C=C(C(C)(C)C)N=1)(C)(C)C. The catalyst is ClCCCl. The product is [CH2:19]([O:21][C:22](=[O:33])[CH2:23][C:24]1[C:25](=[O:32])[N:26]([NH:31][CH2:7][C:8]([F:16])([F:15])[C:9]2[CH:14]=[CH:13][CH:12]=[CH:11][N:10]=2)[CH2:27][CH2:28][C:29]=1[CH3:30])[CH3:20]. The yield is 0.570. (9) The reactants are Cl.Cl.[CH2:3]([O:5][C:6](=[O:12])[CH2:7][NH:8][CH2:9][CH2:10][NH2:11])[CH3:4].[Cl:13][C:14]1[C:19]2[N:20]=[C:21]([S:23](Cl)(=[O:25])=[O:24])[S:22][C:18]=2[CH:17]=[CH:16][C:15]=1[O:27][CH3:28]. No catalyst specified. The product is [CH2:3]([O:5][C:6](=[O:12])[CH2:7][NH:8][CH2:9][CH2:10][NH:11][S:23]([C:21]1[S:22][C:18]2[CH:17]=[CH:16][C:15]([O:27][CH3:28])=[C:14]([Cl:13])[C:19]=2[N:20]=1)(=[O:25])=[O:24])[CH3:4]. The yield is 0.890. (10) The reactants are [Br-].[O:2]1[CH:6]=[CH:5][CH:4]=[C:3]1[CH2:7][P+](C1C=CC=CC=1)(C1C=CC=CC=1)C1C=CC=CC=1.CC(C)([O-])C.[K+].[C:33]([O:37][C:38]([NH:40][C@@:41]([CH2:53][CH3:54])([CH2:44][O:45][C:46](=[O:52])[CH2:47][CH2:48][CH2:49][CH2:50][CH3:51])[CH:42]=O)=[O:39])([CH3:36])([CH3:35])[CH3:34].[Cl-].[NH4+]. The catalyst is O1CCCC1. The product is [C:33]([O:37][C:38]([NH:40][C@:41]([CH2:53][CH3:54])([CH:42]=[CH:7][C:3]1[O:2][CH:6]=[CH:5][CH:4]=1)[CH2:44][O:45][C:46](=[O:52])[CH2:47][CH2:48][CH2:49][CH2:50][CH3:51])=[O:39])([CH3:35])([CH3:36])[CH3:34]. The yield is 0.990.